Dataset: Catalyst prediction with 721,799 reactions and 888 catalyst types from USPTO. Task: Predict which catalyst facilitates the given reaction. (1) Reactant: C(OC([N:8]1[C:12]2[CH:13]=[CH:14][CH:15]=[CH:16][C:11]=2[N:10]=[C:9]1[CH2:17][NH:18][CH:19]1[C:28]2[N:27]=[CH:26][CH:25]=[CH:24][C:23]=2[CH2:22][CH2:21][CH2:20]1)=O)(C)(C)C.C(N(CC)C(C)C)(C)C.Br[CH2:39][C:40]1[C:45]([C:46]([O:48][CH2:49][CH3:50])=[O:47])=[C:44]([O:51][CH3:52])[CH:43]=[CH:42][CH:41]=1. Product: [CH2:49]([O:48][C:46](=[O:47])[C:45]1[C:44]([O:51][CH3:52])=[CH:43][CH:42]=[CH:41][C:40]=1[CH2:39][N:18]([CH2:17][C:9]1[NH:10][C:11]2[CH:16]=[CH:15][CH:14]=[CH:13][C:12]=2[N:8]=1)[CH:19]1[C:28]2[N:27]=[CH:26][CH:25]=[CH:24][C:23]=2[CH2:22][CH2:21][CH2:20]1)[CH3:50]. The catalyst class is: 23. (2) The catalyst class is: 9. Product: [CH3:16][N:17]([CH3:18])[C:58]([C:55]1[CH:56]=[CH:57][C:46]2[CH2:45][C@@H:44]3[C@@H:51]([CH3:52])[C@:48]([CH3:53])([C:47]=2[CH:54]=1)[CH2:49][CH2:50][N:43]3[C:41]([C:39]1[CH:38]=[CH:37][C:36]2[N:32]=[CH:33][NH:34][C:35]=2[CH:40]=1)=[O:42])=[O:60]. Reactant: F[B-](F)(F)F.N1(O[C:16](N(C)C)=[N+:17](C)[CH3:18])C2C=CC=CC=2N=N1.C(O)(=O)C1C=CC=CC=1.[N:32]1[C:36]2[CH:37]=[CH:38][C:39]([C:41]([N:43]3[CH2:50][CH2:49][C@:48]4([CH3:53])[C@H:51]([CH3:52])[C@H:44]3[CH2:45][C:46]3[CH:57]=[CH:56][C:55]([C:58]([OH:60])=O)=[CH:54][C:47]=34)=[O:42])=[CH:40][C:35]=2[NH:34][CH:33]=1.C(N(C(C)C)C(C)C)C.CNC. (3) Reactant: [N:1]([C:11]([N:13]1[CH2:18][CH2:17]C[CH2:15][CH2:14]1)=[O:12])=[N:1][C:11]([N:13]1[CH2:18][CH2:17]C[CH2:15][CH2:14]1)=[O:12].[Cl:19][C:20]1[CH:39]=[CH:38][C:23]([NH:24][C:25]2[C:34]3[C:29](=[CH:30][C:31]([OH:37])=[C:32]([O:35][CH3:36])[CH:33]=3)[N:28]=[CH:27][N:26]=2)=[C:22]([F:40])[CH:21]=1.C(P(CCCC)CCCC)CCC.OCCN1CCNC1=O. Product: [Cl:19][C:20]1[CH:39]=[CH:38][C:23]([NH:24][C:25]2[C:34]3[C:29](=[CH:30][C:31]([O:37][CH2:17][CH2:18][N:13]4[CH2:14][CH2:15][NH:1][C:11]4=[O:12])=[C:32]([O:35][CH3:36])[CH:33]=3)[N:28]=[CH:27][N:26]=2)=[C:22]([F:40])[CH:21]=1. The catalyst class is: 158. (4) Reactant: Br[C:2]1[CH:7]=[CH:6][C:5]([CH:8]2[CH2:10][CH2:9]2)=[CH:4][CH:3]=1.[Li]CCCC.[B:16](OC(C)C)([O:21]C(C)C)[O:17]C(C)C. Product: [CH:8]1([C:5]2[CH:6]=[CH:7][C:2]([B:16]([OH:21])[OH:17])=[CH:3][CH:4]=2)[CH2:10][CH2:9]1. The catalyst class is: 1. (5) Reactant: [NH2:1][C:2]1[CH:7]=[C:6]([NH:8][C:9]([C:11]2[N:23]([CH2:24][C:25]3[CH:30]=[CH:29][CH:28]=[C:27]([F:31])[CH:26]=3)[C:14]3=[N:15][CH:16]=[C:17]([C:19]([F:22])([F:21])[F:20])[CH:18]=[C:13]3[CH:12]=2)=[O:10])[CH:5]=[CH:4][N:3]=1.Br[CH:33]([CH3:37])[C:34](=O)[CH3:35]. Product: [CH3:37][C:33]1[N:1]=[C:2]2[CH:7]=[C:6]([NH:8][C:9]([C:11]3[N:23]([CH2:24][C:25]4[CH:30]=[CH:29][CH:28]=[C:27]([F:31])[CH:26]=4)[C:14]4=[N:15][CH:16]=[C:17]([C:19]([F:22])([F:20])[F:21])[CH:18]=[C:13]4[CH:12]=3)=[O:10])[CH:5]=[CH:4][N:3]2[C:34]=1[CH3:35]. The catalyst class is: 10.